Predict the reaction yield, written as a fraction of the theoretical maximum amount of product (1.0 means a 100% yield; for example, 0.34 means a 34% yield). From a dataset of Reaction yield outcomes from USPTO patents with 853,638 reactions. The catalyst is O1CCCC1.O.O1CCOCC1. The product is [NH:18]1[CH:19]=[N:20][C:16]([C:12]2[CH:11]=[C:10]3[C:15](=[CH:14][CH:13]=2)[NH:7][N:8]=[C:9]3[C:40]2[CH:41]=[C:42]([C:43]([NH:53][CH:57]3[CH2:58][CH2:59][CH2:60][CH2:61][CH2:56]3)=[O:45])[CH:47]=[CH:48][CH:49]=2)=[N:17]1. The yield is 0.0600. The reactants are O1CCCCC1[N:7]1[C:15]2[C:10](=[CH:11][C:12]([C:16]3[N:20]=[CH:19][N:18](C(C4C=CC=CC=4)(C4C=CC=CC=4)C4C=CC=CC=4)[N:17]=3)=[CH:13][CH:14]=2)[C:9]([C:40]2[CH:41]=[C:42]([CH:47]=[CH:48][CH:49]=2)[C:43]([O:45]C)=O)=[N:8]1.[OH-].[Li+].O[N:53]1[C:57]2[CH:58]=[CH:59][CH:60]=[CH:61][C:56]=2N=N1.C1(N)CCCCC1.Cl.C(N=C=NCCCN(C)C)C.Cl.